From a dataset of Catalyst prediction with 721,799 reactions and 888 catalyst types from USPTO. Predict which catalyst facilitates the given reaction. (1) Reactant: [CH3:1][C:2]([CH3:58])([CH2:10][C:11]([O:13][C@H:14]1[CH2:31][CH2:30][C@@:29]2([CH3:32])[C@@H:16]([CH2:17][CH2:18][C@:19]3([CH3:55])[C@@H:28]2[CH2:27][CH2:26][C@H:25]2[C@@:20]3([CH3:54])[CH2:21][CH2:22][C@@:23]3(/[CH:40]=[CH:41]/[C:42]([NH:44][C@H:45]([C:47]4[CH:52]=[CH:51][CH:50]=[C:49]([Cl:53])[CH:48]=4)[CH3:46])=[O:43])[CH2:35][C:34](=[O:36])[C:33]([CH:37]([CH3:39])[CH3:38])=[C:24]32)[C:15]1([CH3:57])[CH3:56])=[O:12])[C:3]([O:5]C(C)(C)C)=[O:4].C(O)(C(F)(F)F)=O. Product: [Cl:53][C:49]1[CH:48]=[C:47]([C@@H:45]([NH:44][C:42](=[O:43])/[CH:41]=[CH:40]/[C@:23]23[CH2:35][C:34](=[O:36])[C:33]([CH:37]([CH3:39])[CH3:38])=[C:24]2[C@@H:25]2[C@@:20]([CH3:54])([CH2:21][CH2:22]3)[C@@:19]3([CH3:55])[C@@H:28]([C@:29]4([CH3:32])[C@@H:16]([CH2:17][CH2:18]3)[C:15]([CH3:56])([CH3:57])[C@@H:14]([O:13][C:11](=[O:12])[CH2:10][C:2]([CH3:1])([CH3:58])[C:3]([OH:5])=[O:4])[CH2:31][CH2:30]4)[CH2:27][CH2:26]2)[CH3:46])[CH:52]=[CH:51][CH:50]=1. The catalyst class is: 4. (2) Reactant: [C:1]([O:4][CH2:5][C:6]([CH3:44])([CH3:43])[CH2:7][N:8]1[C:14]2[CH:15]=[CH:16][C:17]([Cl:19])=[CH:18][C:13]=2[C@@H:12]([C:20]2[CH:25]=[CH:24][CH:23]=[C:22]([O:26][CH3:27])[C:21]=2[O:28][CH3:29])[O:11][C@H:10]([CH2:30][C:31]2[O:32][C:33]([CH2:36][C:37]([O:39]CC)=[O:38])=[CH:34][N:35]=2)[C:9]1=[O:42])(=[O:3])[CH3:2].[OH-].[Na+]. Product: [C:1]([O:4][CH2:5][C:6]([CH3:44])([CH3:43])[CH2:7][N:8]1[C:14]2[CH:15]=[CH:16][C:17]([Cl:19])=[CH:18][C:13]=2[C@@H:12]([C:20]2[CH:25]=[CH:24][CH:23]=[C:22]([O:26][CH3:27])[C:21]=2[O:28][CH3:29])[O:11][C@H:10]([CH2:30][C:31]2[O:32][C:33]([CH2:36][C:37]([OH:39])=[O:38])=[CH:34][N:35]=2)[C:9]1=[O:42])(=[O:3])[CH3:2]. The catalyst class is: 8. (3) Reactant: [C:1]([C:5]1[CH:15]=[CH:14][C:8]([O:9][CH2:10][C@@H:11]2[CH2:13][O:12]2)=[CH:7][CH:6]=1)([CH3:4])([CH3:3])[CH3:2].Cl[C:17]1[NH:18][C:19]2[CH:25]=[CH:24][CH:23]=[CH:22][C:20]=2[N:21]=1.C(=O)([O-])[O-].[Cs+].[Cs+]. Product: [C:1]([C:5]1[CH:6]=[CH:7][C:8]([O:9][CH2:10][C@H:11]2[O:12][C:17]3=[N:21][C:20]4[CH:22]=[CH:23][CH:24]=[CH:25][C:19]=4[N:18]3[CH2:13]2)=[CH:14][CH:15]=1)([CH3:2])([CH3:3])[CH3:4]. The catalyst class is: 8. (4) Reactant: [F:1][C:2]1[CH:7]=[CH:6][C:5]([C:8]2[CH:20]=[C:11]3[CH:12]=[CH:13][C:14]([C:16]([F:19])([F:18])[F:17])=[CH:15][N:10]3[N:9]=2)=[CH:4][CH:3]=1.[C:21](OC(=O)C)(=[O:23])[CH3:22].[OH-].[Na+]. Product: [F:1][C:2]1[CH:3]=[CH:4][C:5]([C:8]2[C:20]([C:21](=[O:23])[CH3:22])=[C:11]3[CH:12]=[CH:13][C:14]([C:16]([F:18])([F:17])[F:19])=[CH:15][N:10]3[N:9]=2)=[CH:6][CH:7]=1. The catalyst class is: 65. (5) Reactant: [I-:1].[NH:2]1[C:10]2[C:5](=[CH:6][CH:7]=[CH:8][CH:9]=2)[C:4]([CH2:11][N+](C)(C)C)=[N:3]1.[C:16]1([P:22]([C:29]2[CH:34]=[CH:33][CH:32]=[CH:31][CH:30]=2)[C:23]2[CH:28]=[CH:27][CH:26]=[CH:25][CH:24]=2)[CH:21]=[CH:20][CH:19]=[CH:18][CH:17]=1.C(OCC)C. Product: [I-:1].[NH:2]1[C:10]2[C:5](=[CH:6][CH:7]=[CH:8][CH:9]=2)[C:4]([CH2:11][P+:22]([C:23]2[CH:24]=[CH:25][CH:26]=[CH:27][CH:28]=2)([C:29]2[CH:34]=[CH:33][CH:32]=[CH:31][CH:30]=2)[C:16]2[CH:17]=[CH:18][CH:19]=[CH:20][CH:21]=2)=[N:3]1. The catalyst class is: 3.